This data is from Forward reaction prediction with 1.9M reactions from USPTO patents (1976-2016). The task is: Predict the product of the given reaction. Given the reactants [F:1][C:2]1[CH:35]=[CH:34][C:5]([CH2:6][N:7]2[C:15]3[CH:14]=[CH:13][CH:12]=[CH:11][C:10]=3[C:9]3[CH2:16][C@H:17]4[C:22](=[O:23])[N:21]([CH2:24][CH2:25][C:26]([O:28]C(C)(C)C)=[O:27])[C:20](=[S:33])[N:18]4[CH2:19][C:8]2=3)=[CH:4][CH:3]=1, predict the reaction product. The product is: [F:1][C:2]1[CH:35]=[CH:34][C:5]([CH2:6][N:7]2[C:15]3[CH:14]=[CH:13][CH:12]=[CH:11][C:10]=3[C:9]3[CH2:16][C@H:17]4[C:22](=[O:23])[N:21]([CH2:24][CH2:25][C:26]([OH:28])=[O:27])[C:20](=[S:33])[N:18]4[CH2:19][C:8]2=3)=[CH:4][CH:3]=1.